This data is from TCR-epitope binding with 47,182 pairs between 192 epitopes and 23,139 TCRs. The task is: Binary Classification. Given a T-cell receptor sequence (or CDR3 region) and an epitope sequence, predict whether binding occurs between them. (1) The epitope is DATYQRTRALVR. The TCR CDR3 sequence is CATSDLEGWTQYF. Result: 1 (the TCR binds to the epitope). (2) The epitope is TTLPVNVAF. The TCR CDR3 sequence is CASSLSFGGMGTDTQYF. Result: 0 (the TCR does not bind to the epitope). (3) The epitope is KLPDDFTGCV. The TCR CDR3 sequence is CASSLESVYNEQFF. Result: 1 (the TCR binds to the epitope). (4) The epitope is CLGGLLTMV. The TCR CDR3 sequence is CASSVGRFVGPYEKLFF. Result: 0 (the TCR does not bind to the epitope). (5) The epitope is TSDLATNNLVVMAY. The TCR CDR3 sequence is CASSTSDTGQPQHF. Result: 1 (the TCR binds to the epitope). (6) The epitope is ITEEVGHTDLMAAY. The TCR CDR3 sequence is CASSLTAGSYNEQFF. Result: 1 (the TCR binds to the epitope). (7) The epitope is RLRAEAQVK. The TCR CDR3 sequence is CASSEGPLTGPYEQYF. Result: 1 (the TCR binds to the epitope). (8) The epitope is AYAQKIFKI. The TCR CDR3 sequence is CASSHGKTQYF. Result: 0 (the TCR does not bind to the epitope). (9) The epitope is HSKKKCDEL. The TCR CDR3 sequence is CASSPGPQRGGLETQYF. Result: 1 (the TCR binds to the epitope). (10) The epitope is TPGPGVRYPL. The TCR CDR3 sequence is CASSSLAGPYNEQFF. Result: 0 (the TCR does not bind to the epitope).